This data is from Forward reaction prediction with 1.9M reactions from USPTO patents (1976-2016). The task is: Predict the product of the given reaction. (1) The product is: [CH2:19]([NH:18][C:13]1[CH:14]=[CH:15][CH:16]=[CH:17][C:12]=1/[CH:11]=[CH:10]/[C:3]1[C:4]2[C:9](=[CH:8][CH:7]=[CH:6][CH:5]=2)[NH:1][N:2]=1)[C:20]1[CH:25]=[CH:24][CH:23]=[CH:22][CH:21]=1. Given the reactants [NH:1]1[C:9]2[C:4](=[CH:5][CH:6]=[CH:7][CH:8]=2)[C:3](/[CH:10]=[CH:11]/[C:12]2[CH:17]=[CH:16][CH:15]=[CH:14][C:13]=2[NH2:18])=[N:2]1.[CH:19](=O)[C:20]1[CH:25]=[CH:24][CH:23]=[CH:22][CH:21]=1.C(O[BH-](OC(=O)C)OC(=O)C)(=O)C.[Na+].C(O)(=O)C, predict the reaction product. (2) Given the reactants O[CH2:2][CH:3]1[CH2:7][N:6]([C:8]2[CH:9]=[N:10][N:11]3[CH2:16][C@H:15]([CH3:17])[N:14]([C:18]([O:20][C:21]([CH3:24])([CH3:23])[CH3:22])=[O:19])[CH2:13][C:12]=23)[C:5](=[O:25])[CH2:4]1.P(Br)(Br)[Br:27].CC(OC(OC(OC(C)(C)C)=O)=O)(C)C.C([O-])(O)=O.[Na+], predict the reaction product. The product is: [Br:27][CH2:2][CH:3]1[CH2:7][N:6]([C:8]2[CH:9]=[N:10][N:11]3[CH2:16][C@H:15]([CH3:17])[N:14]([C:18]([O:20][C:21]([CH3:24])([CH3:23])[CH3:22])=[O:19])[CH2:13][C:12]=23)[C:5](=[O:25])[CH2:4]1.